This data is from Reaction yield outcomes from USPTO patents with 853,638 reactions. The task is: Predict the reaction yield, written as a fraction of the theoretical maximum amount of product (1.0 means a 100% yield; for example, 0.34 means a 34% yield). The reactants are [OH-].[Na+].C([O:5][C:6](=[O:36])[CH2:7][S:8][C:9]1[CH:14]=[CH:13][C:12]([O:15][CH2:16][CH2:17][C@@H:18]([O:20][C:21]2[C:26]([O:27][C:28]3[CH:33]=[CH:32][CH:31]=[CH:30][CH:29]=3)=[CH:25][C:24]([Cl:34])=[CH:23][N:22]=2)[CH3:19])=[CH:11][C:10]=1[CH3:35])C.Cl. The catalyst is C(O)C. The product is [Cl:34][C:24]1[CH:25]=[C:26]([O:27][C:28]2[CH:29]=[CH:30][CH:31]=[CH:32][CH:33]=2)[C:21]([O:20][C@@H:18]([CH3:19])[CH2:17][CH2:16][O:15][C:12]2[CH:13]=[CH:14][C:9]([S:8][CH2:7][C:6]([OH:36])=[O:5])=[C:10]([CH3:35])[CH:11]=2)=[N:22][CH:23]=1. The yield is 0.950.